Dataset: Reaction yield outcomes from USPTO patents with 853,638 reactions. Task: Predict the reaction yield, written as a fraction of the theoretical maximum amount of product (1.0 means a 100% yield; for example, 0.34 means a 34% yield). (1) The catalyst is Cl.O1CCOCC1. The reactants are O1CCCCC1[N:7]1[C:15]2[C:10](=[CH:11][C:12]([C:16]3[N:20]=[CH:19][N:18](C(C4C=CC=CC=4)(C4C=CC=CC=4)C4C=CC=CC=4)[N:17]=3)=[CH:13][CH:14]=2)[C:9]([C:40]2[CH:41]=[C:42]([NH:46][C:47](=[O:51])[CH2:48][CH2:49][CH3:50])[CH:43]=[CH:44][CH:45]=2)=[N:8]1. The yield is 0.270. The product is [NH:18]1[CH:19]=[N:20][C:16]([C:12]2[CH:11]=[C:10]3[C:15](=[CH:14][CH:13]=2)[NH:7][N:8]=[C:9]3[C:40]2[CH:41]=[C:42]([NH:46][C:47](=[O:51])[CH2:48][CH2:49][CH3:50])[CH:43]=[CH:44][CH:45]=2)=[N:17]1. (2) The reactants are [NH2:1][CH2:2][CH2:3][CH2:4][N:5]1[CH2:10][CH2:9][CH2:8][CH2:7][CH2:6]1.[C:11]([O:15][C:16]([NH:18][C:19]1[CH:24]=[CH:23][CH:22]=[CH:21][C:20]=1[NH:25][C:26](=[O:40])[C:27]1[CH:32]=[CH:31][C:30]([C:33]2[CH:38]=[CH:37][N:36]=[C:35](Cl)[N:34]=2)=[CH:29][CH:28]=1)=[O:17])([CH3:14])([CH3:13])[CH3:12]. The catalyst is CN(C)C(=O)C. The product is [C:11]([O:15][C:16]([NH:18][C:19]1[CH:24]=[CH:23][CH:22]=[CH:21][C:20]=1[NH:25][C:26](=[O:40])[C:27]1[CH:32]=[CH:31][C:30]([C:33]2[CH:38]=[CH:37][N:36]=[C:35]([NH:1][CH2:2][CH2:3][CH2:4][N:5]3[CH2:10][CH2:9][CH2:8][CH2:7][CH2:6]3)[N:34]=2)=[CH:29][CH:28]=1)=[O:17])([CH3:14])([CH3:12])[CH3:13]. The yield is 0.450. (3) The reactants are [Cl:1][C:2]1[C:3]([O:9][C:10]2[CH:15]=[C:14]([O:16][CH2:17][CH2:18][CH2:19][O:20][CH3:21])[CH:13]=[CH:12][C:11]=2/[CH:22]=[C:23](\[CH3:27])/[C:24]([OH:26])=O)=[N:4][CH:5]=[C:6]([Cl:8])[CH:7]=1.CC1C=CC=C([N+]([O-])=O)C=1C(OC(=O)C1C([N+]([O-])=O)=CC=CC=1C)=O.[CH2:53]([S:58]([NH2:61])(=[O:60])=[O:59])[CH2:54][CH2:55][CH2:56][CH3:57].[Cl-].[NH4+]. The catalyst is C(#N)C.CN(C)C1C=CN=CC=1.C(N(CC)CC)C. The product is [Cl:1][C:2]1[C:3]([O:9][C:10]2[CH:15]=[C:14]([O:16][CH2:17][CH2:18][CH2:19][O:20][CH3:21])[CH:13]=[CH:12][C:11]=2/[CH:22]=[C:23](\[CH3:27])/[C:24]([NH:61][S:58]([CH2:53][CH2:54][CH2:55][CH2:56][CH3:57])(=[O:60])=[O:59])=[O:26])=[N:4][CH:5]=[C:6]([Cl:8])[CH:7]=1. The yield is 0.840. (4) The reactants are C([N:8]1[CH:13]2[C:14]([F:17])([F:16])[CH2:15][CH:9]1[CH2:10][C:11]([CH2:19][C:20]([O:22][CH2:23][CH3:24])=[O:21])([OH:18])[CH2:12]2)C1C=CC=CC=1.[H][H]. The catalyst is CO.[OH-].[OH-].[Pd+2]. The product is [F:17][C:14]1([F:16])[CH2:15][CH:9]2[NH:8][CH:13]1[CH2:12][C:11]([CH2:19][C:20]([O:22][CH2:23][CH3:24])=[O:21])([OH:18])[CH2:10]2. The yield is 0.900.